Dataset: Full USPTO retrosynthesis dataset with 1.9M reactions from patents (1976-2016). Task: Predict the reactants needed to synthesize the given product. (1) Given the product [NH2:1][C@H:2]([CH2:3][CH2:4][CH2:5][NH:6][C:7]([O:9][CH2:10][C:11]1[CH:12]=[CH:13][CH:14]=[CH:15][CH:16]=1)=[O:8])[C:17]([O:19][CH2:31][CH3:32])=[O:18], predict the reactants needed to synthesize it. The reactants are: [NH:1](C(OC(C)(C)C)=O)[C@H:2]([C:17]([OH:19])=[O:18])[CH2:3][CH2:4][CH2:5][NH:6][C:7]([O:9][CH2:10][C:11]1[CH:16]=[CH:15][CH:14]=[CH:13][CH:12]=1)=[O:8].O=S(Cl)Cl.[CH3:31][CH2:32]O. (2) Given the product [OH:32][C:33]1([C:11]2[S:12][C:8]([C:6]3[CH:5]=[C:4]([NH:13][C:14]4[N:19]=[C:18]([C:20]([F:21])([F:23])[F:22])[CH:17]=[CH:16][N:15]=4)[CH:3]=[C:2]([CH3:1])[CH:7]=3)=[CH:9][N:10]=2)[CH2:42][CH2:41][CH2:40][C:39]2[CH:38]=[C:37]([C:43]([OH:45])=[O:44])[CH:36]=[CH:35][C:34]1=2, predict the reactants needed to synthesize it. The reactants are: [CH3:1][C:2]1[CH:3]=[C:4]([NH:13][C:14]2[N:19]=[C:18]([C:20]([F:23])([F:22])[F:21])[CH:17]=[CH:16][N:15]=2)[CH:5]=[C:6]([C:8]2[S:12][CH:11]=[N:10][CH:9]=2)[CH:7]=1.[Li+].CC([N-]C(C)C)C.[O:32]=[C:33]1[CH2:42][CH2:41][CH2:40][C:39]2[CH:38]=[C:37]([C:43]([OH:45])=[O:44])[CH:36]=[CH:35][C:34]1=2.